From a dataset of Full USPTO retrosynthesis dataset with 1.9M reactions from patents (1976-2016). Predict the reactants needed to synthesize the given product. (1) Given the product [O:18]1[CH2:19][CH2:20][N:15]([C:2]2[CH:3]=[C:4]([CH:9]=[C:10]([N+:12]([O-:14])=[O:13])[CH:11]=2)[C:5]([O:7][CH3:8])=[O:6])[CH2:16][CH2:17]1, predict the reactants needed to synthesize it. The reactants are: Br[C:2]1[CH:3]=[C:4]([CH:9]=[C:10]([N+:12]([O-:14])=[O:13])[CH:11]=1)[C:5]([O:7][CH3:8])=[O:6].[NH:15]1[CH2:20][CH2:19][O:18][CH2:17][CH2:16]1.CC(C1C=C(C(C)C)C(C2C=CC=CC=2P(C2CCCCC2)C2CCCCC2)=C(C(C)C)C=1)C.P([O-])([O-])([O-])=O.[K+].[K+].[K+]. (2) Given the product [F:1][C:2]1[CH:10]=[CH:9][CH:8]=[C:7]2[C:3]=1[C:4]([CH2:18][N:19]1[C:27]3[N:26]=[CH:25][NH:24][C:23]=3[C:22](=[O:28])[NH:21][C:20]1=[S:29])=[CH:5][NH:6]2, predict the reactants needed to synthesize it. The reactants are: [F:1][C:2]1[CH:10]=[CH:9][CH:8]=[C:7]2[C:3]=1[C:4]([CH2:18][N:19]1[C:27]3[N:26]=[CH:25][NH:24][C:23]=3[C:22](=[O:28])[NH:21][C:20]1=[S:29])=[CH:5][N:6]2C(OC(C)(C)C)=O.C1C(I)=C(OC2C=C(I)C(O)=C(I)C=2)C(I)=CC=1C(O)=O. (3) Given the product [NH:1]([C:12](=[O:13])[C@@H:11]([NH:10][C:8](=[O:9])[O:7][C:3]([CH3:6])([CH3:5])[CH3:4])[CH3:16])[NH2:2], predict the reactants needed to synthesize it. The reactants are: [NH2:1][NH2:2].[C:3]([O:7][C:8]([NH:10][C@@H:11]([CH3:16])[C:12](OC)=[O:13])=[O:9])([CH3:6])([CH3:5])[CH3:4]. (4) Given the product [F:27][C:28]1[CH:33]=[CH:32][C:31]([S:34]([NH:19][C:15]2[CH:16]=[CH:17][CH:18]=[C:13]([CH:4]3[CH2:3][C:2]([CH3:20])([CH3:1])[C:11]4[C:6](=[CH:7][CH:8]=[C:9]([CH3:12])[CH:10]=4)[NH:5]3)[CH:14]=2)(=[O:36])=[O:35])=[CH:30][CH:29]=1, predict the reactants needed to synthesize it. The reactants are: [CH3:1][C:2]1([CH3:20])[C:11]2[C:6](=[CH:7][CH:8]=[C:9]([CH3:12])[CH:10]=2)[NH:5][CH:4]([C:13]2[CH:14]=[C:15]([NH2:19])[CH:16]=[CH:17][CH:18]=2)[CH2:3]1.N1C=CC=CC=1.[F:27][C:28]1[CH:33]=[CH:32][C:31]([S:34](Cl)(=[O:36])=[O:35])=[CH:30][CH:29]=1. (5) Given the product [Br-:20].[F:1][C:2]1[CH:3]=[CH:4][C:5]([CH2:10][CH2:11][C:12]2[CH:17]=[CH:16][C:15]([O:18][CH3:19])=[CH:14][CH:13]=2)=[C:6]([CH:7]=1)[CH2:8][P+:27]([C:28]1[CH:29]=[CH:30][CH:31]=[CH:32][CH:33]=1)([C:34]1[CH:39]=[CH:38][CH:37]=[CH:36][CH:35]=1)[C:21]1[CH:22]=[CH:23][CH:24]=[CH:25][CH:26]=1, predict the reactants needed to synthesize it. The reactants are: [F:1][C:2]1[CH:3]=[CH:4][C:5]([CH2:10][CH2:11][C:12]2[CH:17]=[CH:16][C:15]([O:18][CH3:19])=[CH:14][CH:13]=2)=[C:6]([CH2:8]O)[CH:7]=1.[Br-:20].[C:21]1([PH+:27]([C:34]2[CH:39]=[CH:38][CH:37]=[CH:36][CH:35]=2)[C:28]2[CH:33]=[CH:32][CH:31]=[CH:30][CH:29]=2)[CH:26]=[CH:25][CH:24]=[CH:23][CH:22]=1. (6) Given the product [C:22]([O:21][C:20]([NH:19][CH2:18][CH:15]1[CH2:14][CH2:13][N:12]([CH2:1][C:3]2[CH:8]=[CH:7][C:6]([B:9]([OH:11])[OH:10])=[CH:5][CH:4]=2)[CH2:17][CH2:16]1)=[O:26])([CH3:25])([CH3:23])[CH3:24], predict the reactants needed to synthesize it. The reactants are: [CH:1]([C:3]1[CH:8]=[CH:7][C:6]([B:9]([OH:11])[OH:10])=[CH:5][CH:4]=1)=O.[NH:12]1[CH2:17][CH2:16][CH:15]([CH2:18][NH:19][C:20](=[O:26])[O:21][C:22]([CH3:25])([CH3:24])[CH3:23])[CH2:14][CH2:13]1. (7) Given the product [C:1]([Si:5]([CH3:16])([CH3:15])[O:6][CH2:7][CH2:8][N:9]1[CH:13]=[CH:12][C:11]([NH:14][C:37](=[O:38])[C@@H:36]([C:28]2[CH:29]=[CH:30][C:31]([S:32]([CH3:35])(=[O:33])=[O:34])=[C:26]([Cl:25])[CH:27]=2)[CH2:40][C@H:41]2[CH2:45][CH2:44][C:43](=[O:46])[CH2:42]2)=[N:10]1)([CH3:4])([CH3:3])[CH3:2], predict the reactants needed to synthesize it. The reactants are: [C:1]([Si:5]([CH3:16])([CH3:15])[O:6][CH2:7][CH2:8][N:9]1[CH:13]=[CH:12][C:11]([NH2:14])=[N:10]1)([CH3:4])([CH3:3])[CH3:2].N1C(C)=CC=CC=1C.[Cl:25][C:26]1[CH:27]=[C:28]([C@@H:36]([CH2:40][C@H:41]2[CH2:45][CH2:44][C:43](=[O:46])[CH2:42]2)[C:37](Cl)=[O:38])[CH:29]=[CH:30][C:31]=1[S:32]([CH3:35])(=[O:34])=[O:33]. (8) The reactants are: C(OC([N:8]1[CH2:12][CH2:11][CH2:10][C@@H:9]1[CH2:13][O:14][C:15]1[CH:20]=[CH:19][C:18]([C:21](=[O:29])[C:22]2[CH:27]=[CH:26][C:25]([I:28])=[CH:24][CH:23]=2)=[CH:17][CH:16]=1)=O)(C)(C)C.Cl.CCOCC. Given the product [I:28][C:25]1[CH:26]=[CH:27][C:22]([C:21]([C:18]2[CH:19]=[CH:20][C:15]([O:14][CH2:13][C@H:9]3[CH2:10][CH2:11][CH2:12][NH:8]3)=[CH:16][CH:17]=2)=[O:29])=[CH:23][CH:24]=1, predict the reactants needed to synthesize it. (9) The reactants are: [CH:1]1([CH2:4][NH:5][C:6](=[O:30])[C:7]2[CH:12]=[C:11]([C:13]3[CH:14]=[C:15]4[C:19](=[CH:20][CH:21]=3)[N:18]([CH:22]3[CH2:27][CH2:26][CH2:25][CH2:24][O:23]3)[N:17]=[C:16]4[CH:28]=O)[CH:10]=[N:9][CH:8]=2)[CH2:3][CH2:2]1.[N:31]1[CH:36]=[C:35]([NH2:37])[C:34]([NH2:38])=[C:33]([C:39]2[CH:40]=[N:41][CH:42]=[CH:43][CH:44]=2)[CH:32]=1.[S]. Given the product [CH:1]1([CH2:4][NH:5][C:6](=[O:30])[C:7]2[CH:12]=[C:11]([C:13]3[CH:14]=[C:15]4[C:19](=[CH:20][CH:21]=3)[N:18]([CH:22]3[CH2:27][CH2:26][CH2:25][CH2:24][O:23]3)[N:17]=[C:16]4[C:28]3[NH:37][C:35]4[CH:36]=[N:31][CH:32]=[C:33]([C:39]5[CH:40]=[N:41][CH:42]=[CH:43][CH:44]=5)[C:34]=4[N:38]=3)[CH:10]=[N:9][CH:8]=2)[CH2:2][CH2:3]1, predict the reactants needed to synthesize it.